Dataset: Forward reaction prediction with 1.9M reactions from USPTO patents (1976-2016). Task: Predict the product of the given reaction. (1) Given the reactants I[C:2]1[C:10]2[C:5](=[N:6][CH:7]=[N:8][C:9]=2[NH2:11])[N:4]([CH:12]2[CH2:17][CH2:16][CH:15]([N:18]3[CH2:23][CH2:22][N:21]([CH3:24])[CH2:20][CH2:19]3)[CH2:14][CH2:13]2)[N:3]=1.C[C:26]1([CH3:51])C(C)(C)OB([C:33]2[CH:50]=[CH:49][C:36]([NH:37][C:38]3[O:39][C:40]4[CH:46]=[CH:45][C:44]([C:47]#[N:48])=[CH:43][C:41]=4[N:42]=3)=[CH:35][CH:34]=2)[O:27]1.C(=O)([O-])[O-:53].[Na+].[Na+], predict the reaction product. The product is: [C:26]([O-:53])(=[O:27])[CH3:51].[NH4+:3].[NH2:11][C:9]1[N:8]=[CH:7][N:6]=[C:5]2[N:4]([C@H:12]3[CH2:17][CH2:16][C@@H:15]([N:18]4[CH2:23][CH2:22][N:21]([CH3:24])[CH2:20][CH2:19]4)[CH2:14][CH2:13]3)[N:3]=[C:2]([C:33]3[CH:50]=[CH:49][C:36]([NH:37][C:38]4[O:39][C:40]5[CH:46]=[CH:45][C:44]([C:47]#[N:48])=[CH:43][C:41]=5[N:42]=4)=[CH:35][CH:34]=3)[C:10]=12. (2) Given the reactants [Br:1][C:2]1[CH:25]=[CH:24][C:5]2[N:6]([C:20]([CH3:23])([CH3:22])[CH3:21])[C:7]([C:9]3[CH:14]=[CH:13][CH:12]=[CH:11][C:10]=3[C:15]3[N:19]=[CH:18][NH:17][N:16]=3)=[N:8][C:4]=2[CH:3]=1.[C:26]([O-])([O-])=O.[K+].[K+].CI, predict the reaction product. The product is: [Br:1][C:2]1[CH:25]=[CH:24][C:5]2[N:6]([C:20]([CH3:22])([CH3:21])[CH3:23])[C:7]([C:9]3[CH:14]=[CH:13][CH:12]=[CH:11][C:10]=3[C:15]3[N:19]=[CH:18][N:17]([CH3:26])[N:16]=3)=[N:8][C:4]=2[CH:3]=1. (3) Given the reactants [CH2:1]([O:8][C:9]([N:11]1[CH:15]([C:16](=[O:33])[NH:17][C:18]2[CH:23]=[CH:22][C:21]([CH2:24][NH:25]C(OC(C)(C)C)=O)=[CH:20][CH:19]=2)[CH2:14][S:13][CH:12]1[C:34]1[CH:39]=[CH:38][N:37]=[CH:36][CH:35]=1)=[O:10])[C:2]1[CH:7]=[CH:6][CH:5]=[CH:4][CH:3]=1.Cl.CCOCC, predict the reaction product. The product is: [CH2:1]([O:8][C:9]([N:11]1[CH:15]([C:16](=[O:33])[NH:17][C:18]2[CH:23]=[CH:22][C:21]([CH2:24][NH2:25])=[CH:20][CH:19]=2)[CH2:14][S:13][CH:12]1[C:34]1[CH:35]=[CH:36][N:37]=[CH:38][CH:39]=1)=[O:10])[C:2]1[CH:7]=[CH:6][CH:5]=[CH:4][CH:3]=1. (4) The product is: [CH3:27][S:24]([C:21]1[CH:22]=[CH:23][C:18]([C:14]2[S:13][C:12]([NH:11][C:9](=[O:10])[NH:8][CH2:7][C:6]([OH:28])=[O:5])=[N:16][C:15]=2[CH3:17])=[CH:19][CH:20]=1)(=[O:25])=[O:26]. Given the reactants [OH-].[Na+].C([O:5][C:6](=[O:28])[CH2:7][NH:8][C:9]([NH:11][C:12]1[S:13][C:14]([C:18]2[CH:23]=[CH:22][C:21]([S:24]([CH3:27])(=[O:26])=[O:25])=[CH:20][CH:19]=2)=[C:15]([CH3:17])[N:16]=1)=[O:10])C, predict the reaction product. (5) Given the reactants Cl.Cl.[NH2:3][CH2:4][CH2:5][N:6]1[C:14]2[C:13]([NH:15][C:16]3[CH:17]=[C:18]4[C:22](=[CH:23][CH:24]=3)[N:21]([CH2:25][C:26]3[CH:31]=[CH:30][CH:29]=[C:28]([F:32])[CH:27]=3)[CH:20]=[CH:19]4)=[N:12][CH:11]=[N:10][C:9]=2[CH:8]=[CH:7]1.[OH:33][C:34]([CH3:40])([CH3:39])[CH2:35][C:36](O)=[O:37].Cl.C(N=C=NCCCN(C)C)C.ON1C2C=CC=CC=2N=N1, predict the reaction product. The product is: [F:32][C:28]1[CH:27]=[C:26]([CH:31]=[CH:30][CH:29]=1)[CH2:25][N:21]1[C:22]2[C:18](=[CH:17][C:16]([NH:15][C:13]3[C:14]4[N:6]([CH2:5][CH2:4][NH:3][C:36](=[O:37])[CH2:35][C:34]([OH:33])([CH3:40])[CH3:39])[CH:7]=[CH:8][C:9]=4[N:10]=[CH:11][N:12]=3)=[CH:24][CH:23]=2)[CH:19]=[CH:20]1. (6) Given the reactants O[O:2][S:3]([O-:5])=O.[K+].[Cl:7][C:8]1[N:13]=[C:12](SC)[N:11]=[C:10]([N:16]2[CH2:21][CH2:20][O:19][CH2:18][CH2:17]2)[CH:9]=1.[CH2:22](Cl)Cl, predict the reaction product. The product is: [Cl:7][C:8]1[N:13]=[C:12]([S:3]([CH3:22])(=[O:5])=[O:2])[N:11]=[C:10]([N:16]2[CH2:17][CH2:18][O:19][CH2:20][CH2:21]2)[CH:9]=1. (7) Given the reactants [CH3:1][CH:2]([C:16]([O-:18])=[O:17])[C:3]1[CH:8]=[CH:7][C:6]([CH2:9][CH:10]2[C:14](=[O:15])[CH2:13][CH2:12][CH2:11]2)=[CH:5][CH:4]=1.[Na+].O.[CH3:21][C:22]1[CH:23]=[CH:24][C:25]([C:28]([CH:30]([CH2:32][N:33]2[CH2:38][CH2:37][CH2:36][CH2:35][CH2:34]2)[CH3:31])=[O:29])=[CH:26][CH:27]=1.Cl, predict the reaction product. The product is: [CH3:1][CH:2]([C:16]([OH:18])=[O:17])[C:3]1[CH:8]=[CH:7][C:6]([CH2:9][CH:10]2[C:14](=[O:15])[CH2:13][CH2:12][CH2:11]2)=[CH:5][CH:4]=1.[CH3:21][C:22]1[CH:23]=[CH:24][C:25]([C:28]([CH:30]([CH2:32][N:33]2[CH2:38][CH2:37][CH2:36][CH2:35][CH2:34]2)[CH3:31])=[O:29])=[CH:26][CH:27]=1.